From a dataset of Forward reaction prediction with 1.9M reactions from USPTO patents (1976-2016). Predict the product of the given reaction. (1) The product is: [NH2:10][CH:11]1[CH2:18][CH2:17][CH:16]2[CH2:19][CH:12]1[CH2:13][CH2:14][CH:15]2[OH:20]. Given the reactants C(OC(=O)[NH:10][CH:11]1[CH2:18][CH2:17][CH:16]2[CH2:19][CH:12]1[CH2:13][CH2:14][CH:15]2[OH:20])C1C=CC=CC=1, predict the reaction product. (2) Given the reactants [NH2:1][C:2]1[C:7]2[O:8][CH2:9][CH2:10][O:11][C:6]=2[C:5]([C:12]([O:14][CH2:15][CH:16]2[CH2:21][CH2:20][N:19]([CH2:22][CH2:23][NH:24][C:25]3[NH:26][CH:27]=[CH:28][C:29](=[O:31])[N:30]=3)[CH2:18][CH2:17]2)=[O:13])=[CH:4][C:3]=1[Cl:32].ClC1N=C(O)[C:41]2[C:36](=[CH:37][CH:38]=CC=2)N=1.[O-2].[Ca+2], predict the reaction product. The product is: [NH2:1][C:2]1[C:7]2[O:8][CH2:9][CH2:10][O:11][C:6]=2[C:5]([C:12]([O:14][CH2:15][CH:16]2[CH2:21][CH2:20][N:19]([CH2:22][CH2:23][NH:24][C:25]3[NH:26][C:27]4[C:28]([C:29](=[O:31])[N:30]=3)=[CH:38][CH:37]=[CH:36][CH:41]=4)[CH2:18][CH2:17]2)=[O:13])=[CH:4][C:3]=1[Cl:32]. (3) Given the reactants [C:1]1([C:40]2[CH:45]=[CH:44][CH:43]=[CH:42][CH:41]=2)[CH:6]=[CH:5][C:4]([CH2:7][N:8]2[C:12]3[CH:13]=[C:14]([F:27])[C:15]([C:18]4[CH:19]=[C:20]5[C:24](=[CH:25][CH:26]=4)[NH:23][CH:22]=[CH:21]5)=[C:16]([F:17])[C:11]=3[N:10]=[C:9]2[O:28][CH:29]2[CH2:34][CH2:33][CH:32]([C:35]([O:37][CH2:38][CH3:39])=[O:36])[CH2:31][CH2:30]2)=[CH:3][CH:2]=1.[CH:46]1(B(O)O)[CH2:48][CH2:47]1.C[Si]([N-][Si](C)(C)C)(C)C.[Na+].Cl, predict the reaction product. The product is: [C:1]1([C:40]2[CH:45]=[CH:44][CH:43]=[CH:42][CH:41]=2)[CH:2]=[CH:3][C:4]([CH2:7][N:8]2[C:12]3[CH:13]=[C:14]([F:27])[C:15]([C:18]4[CH:19]=[C:20]5[C:24](=[CH:25][CH:26]=4)[N:23]([CH:46]4[CH2:48][CH2:47]4)[CH:22]=[CH:21]5)=[C:16]([F:17])[C:11]=3[N:10]=[C:9]2[O:28][CH:29]2[CH2:34][CH2:33][CH:32]([C:35]([O:37][CH2:38][CH3:39])=[O:36])[CH2:31][CH2:30]2)=[CH:5][CH:6]=1. (4) Given the reactants C[O:2][C:3](=O)[C:4]1[C:9]([N+:10]([O-:12])=[O:11])=[CH:8][CH:7]=[C:6]([O:13][Si](C(C)(C)C)(C)C)[C:5]=1[CH2:21]Br.[CH3:24][NH2:25].CO.Cl, predict the reaction product. The product is: [OH:13][C:6]1[CH:7]=[CH:8][C:9]([N+:10]([O-:12])=[O:11])=[C:4]2[C:5]=1[CH2:21][N:25]([CH3:24])[C:3]2=[O:2].